Dataset: Full USPTO retrosynthesis dataset with 1.9M reactions from patents (1976-2016). Task: Predict the reactants needed to synthesize the given product. (1) Given the product [C:1]([O:5][C:6](=[O:15])[N:7]([CH2:24][C:21]1[S:20][C:19]([Cl:18])=[N:23][CH:22]=1)[C:8]1[CH:9]=[CH:10][C:11]([F:14])=[CH:12][CH:13]=1)([CH3:4])([CH3:2])[CH3:3], predict the reactants needed to synthesize it. The reactants are: [C:1]([O:5][C:6](=[O:15])[NH:7][C:8]1[CH:13]=[CH:12][C:11]([F:14])=[CH:10][CH:9]=1)([CH3:4])([CH3:3])[CH3:2].[H-].[Na+].[Cl:18][C:19]1[S:20][C:21]([CH2:24]Cl)=[CH:22][N:23]=1.C(=O)(O)[O-].[Na+]. (2) Given the product [CH:19]1[C:28]2[C:23](=[CH:24][CH:25]=[CH:26][CH:27]=2)[CH:22]=[CH:21][C:20]=1[C:2]1[C:15]2[C:16]3=[C:17]4[C:12](=[CH:13][CH:14]=2)[CH:11]=[CH:10][C:9]([C:34]2[CH:35]=[CH:36][C:37]5[C:32](=[CH:38][CH:46]=[CH:47][CH:48]=5)[CH:33]=2)=[C:8]4[CH:7]=[CH:6][C:5]3=[CH:4][CH:3]=1, predict the reactants needed to synthesize it. The reactants are: Br[C:2]1[C:15]2[C:16]3=[C:17]4[C:12](=[CH:13][CH:14]=2)[CH:11]=[CH:10][C:9](Br)=[C:8]4[CH:7]=[CH:6][C:5]3=[CH:4][CH:3]=1.[CH:19]1[C:28]2[C:23](=[CH:24][CH:25]=[CH:26][CH:27]=2)[CH:22]=[CH:21][C:20]=1B(O)O.[C:32]1([CH3:38])[CH:37]=[CH:36][CH:35]=[CH:34][CH:33]=1.C(=O)([O-])[O-].[Na+].[Na+].O1C[CH2:48][CH2:47][CH2:46]1. (3) Given the product [CH3:20][O:21][C:22]1[CH:23]=[C:24]([C:28]2[N:29]=[CH:30][C:31]([NH2:40])=[CH:32][C:33]=2[C:34]2[CH:39]=[CH:38][CH:37]=[CH:36][CH:35]=2)[CH:25]=[CH:26][CH:27]=1, predict the reactants needed to synthesize it. The reactants are: C1(C2C=C(N)C=NC=2C2C=CC=CC=2)C=CC=CC=1.[CH3:20][O:21][C:22]1[CH:23]=[C:24]([C:28]2[C:33]([C:34]3[CH:39]=[CH:38][CH:37]=[CH:36][CH:35]=3)=[CH:32][C:31]([N+:40]([O-])=O)=[CH:30][N:29]=2)[CH:25]=[CH:26][CH:27]=1. (4) The reactants are: C(O)(=O)C.[NH2:5][CH2:6][C@H:7]([OH:20])[CH2:8][O:9][C:10]1[C:18]2[NH:17][C:16](=[O:19])[NH:15][C:14]=2[CH:13]=[CH:12][CH:11]=1.O=[C:22]1[CH2:27][CH2:26][N:25]([C:28]2[CH:33]=[CH:32][C:31]([S:34]([N:37]3[CH2:41][C:40](=[O:42])[NH:39][C:38]3=[O:43])(=[O:36])=[O:35])=[CH:30][CH:29]=2)[CH2:24][CH2:23]1.C(O[BH-](OC(=O)C)OC(=O)C)(=O)C.[Na+]. Given the product [OH:20][C@H:7]([CH2:8][O:9][C:10]1[C:18]2[NH:17][C:16](=[O:19])[NH:15][C:14]=2[CH:13]=[CH:12][CH:11]=1)[CH2:6][NH:5][CH:22]1[CH2:23][CH2:24][N:25]([C:28]2[CH:29]=[CH:30][C:31]([S:34]([N:37]3[CH2:41][C:40](=[O:42])[NH:39][C:38]3=[O:43])(=[O:36])=[O:35])=[CH:32][CH:33]=2)[CH2:26][CH2:27]1, predict the reactants needed to synthesize it. (5) Given the product [Cl:1][C:2]1[N:7]=[C:6]2[C:5]([N:26]=[CH:25][N:24]2[CH:28]2[CH2:27][CH2:14][CH2:15][CH2:16][O:17]2)=[C:4]([C:16]([C:15]2[CH:18]=[CH:19][CH:20]=[C:13]([N+:10]([O-:12])=[O:11])[CH:14]=2)=[O:17])[N:3]=1, predict the reactants needed to synthesize it. The reactants are: [Cl:1][C:2]1[N:7]=[C:6](Cl)[C:5](F)=[CH:4][N:3]=1.[N+:10]([C:13]1[CH:14]=[C:15]([CH:18]=[CH:19][CH:20]=1)[CH:16]=[O:17])([O-:12])=[O:11].[Br-].C([N:24]1[CH:28]=[CH:27][N+:26](C)=[CH:25]1)C.[H-].[Na+]. (6) Given the product [CH3:38][N:39]1[CH2:40][CH2:41][N:42]=[C:1]1[C:3]1[CH:4]=[C:5]([NH:14][CH2:15][C:16]2[C:21]([CH3:22])=[CH:20][CH:19]=[CH:18][C:17]=2[CH3:23])[C:6]2[N:10]=[C:9]([CH3:11])[N:8]([CH3:12])[C:7]=2[CH:13]=1, predict the reactants needed to synthesize it. The reactants are: [C:1]([C:3]1[CH:4]=[C:5]([NH:14][CH2:15][C:16]2[C:21]([CH3:22])=[CH:20][CH:19]=[CH:18][C:17]=2[CH3:23])[C:6]2[N:10]=[C:9]([CH3:11])[N:8]([CH3:12])[C:7]=2[CH:13]=1)#N.P12(SP3(SP(SP(S3)(S1)=S)(=S)S2)=S)=S.[CH3:38][NH:39][CH2:40][CH2:41][NH2:42]. (7) Given the product [CH2:19]([N:26]([CH2:1][C:3]1[N:4]=[CH:5][NH:6][C:7]=1[C:8]([O:10][CH3:11])=[O:9])[CH2:27][CH2:28][OH:29])[C:20]1[CH:25]=[CH:24][CH:23]=[CH:22][CH:21]=1, predict the reactants needed to synthesize it. The reactants are: [CH:1]([C:3]1[N:4]=[CH:5][NH:6][C:7]=1[C:8]([O:10][CH3:11])=[O:9])=O.[O-]S([O-])(=O)=O.[Na+].[Na+].[CH2:19]([NH:26][CH2:27][CH2:28][OH:29])[C:20]1[CH:25]=[CH:24][CH:23]=[CH:22][CH:21]=1.C(O[BH-](OC(=O)C)OC(=O)C)(=O)C.[Na+]. (8) The reactants are: [Cr](O[Cr]([O-])(=O)=O)([O-])(=O)=O.[Na+].[Na+].[F:12][C:13]1[CH:18]=[C:17]([N+:19]([O-:21])=[O:20])[CH:16]=[CH:15]C=1C.S(=O)(=O)(O)O.[C:28]([OH:31])(=[O:30])[CH3:29]. Given the product [F:12][C:13]1[CH:18]=[C:17]([N+:19]([O-:21])=[O:20])[CH:16]=[CH:15][C:29]=1[C:28]([OH:31])=[O:30], predict the reactants needed to synthesize it. (9) Given the product [OH:5][CH2:4][CH2:3][O:2][C:1]1[N:18]=[CH:17][N:16]=[C:15]([NH:19][S:20](=[O:29])(=[O:30])[NH:21][C:22]2[CH:23]=[CH:24][C:25]([CH3:28])=[CH:26][CH:27]=2)[C:14]=1[C:31]1[CH:32]=[CH:33][C:34]([CH3:37])=[CH:35][CH:36]=1, predict the reactants needed to synthesize it. The reactants are: [CH3:1][O:2][CH2:3][CH2:4][O:5]C.C(O)CO.[Na].ClC1[N:18]=[CH:17][N:16]=[C:15]([NH:19][S:20](=[O:30])(=[O:29])[NH:21][C:22]2[CH:27]=[CH:26][C:25]([CH3:28])=[CH:24][CH:23]=2)[C:14]=1[C:31]1[CH:36]=[CH:35][C:34]([CH3:37])=[CH:33][CH:32]=1. (10) Given the product [Cl:15][C:5]1[CH:6]=[C:7]([N+:12]([O-:14])=[O:13])[C:8]([O:10][CH3:11])=[CH:9][C:4]=1[C:3]1[CH:31]=[C:24]([F:23])[CH:25]=[CH:26][C:2]=1[CH2:21][NH:18][CH3:19], predict the reactants needed to synthesize it. The reactants are: Br[CH2:2][CH2:3][C:4]1[CH:9]=[C:8]([O:10][CH3:11])[C:7]([N+:12]([O-:14])=[O:13])=[CH:6][C:5]=1[Cl:15].C([N:18]([CH2:21]C)[CH2:19]C)C.[F:23][C:24]1[CH:31]=CC(CN)=[CH:26][CH:25]=1.O.